From a dataset of Reaction yield outcomes from USPTO patents with 853,638 reactions. Predict the reaction yield, written as a fraction of the theoretical maximum amount of product (1.0 means a 100% yield; for example, 0.34 means a 34% yield). (1) The reactants are [CH3:1][C:2]1([CH3:10])[CH2:7][C:6](=[O:8])[CH2:5][C:4](=[O:9])[CH2:3]1.[CH:11]1([CH2:14][C:15](O)=[O:16])[CH2:13][CH2:12]1.C1(N=C=NC2CCCCC2)CCCCC1.C1(=O)CCCCC1=O. The catalyst is CN(C)C1C=CN=CC=1.C(Cl)Cl. The product is [CH:11]1([CH2:14][C:15]([CH:5]2[C:6](=[O:8])[CH2:7][C:2]([CH3:10])([CH3:1])[CH2:3][C:4]2=[O:9])=[O:16])[CH2:13][CH2:12]1. The yield is 0.920. (2) The reactants are [CH3:1][O:2][C:3]1[CH2:7][CH2:6][C:5](=[O:8])[CH:4]=1.[Br:9]N1C(=O)CCC1=O. The catalyst is ClCCl. The product is [Br:9][C:4]1[C:5](=[O:8])[CH2:6][CH2:7][C:3]=1[O:2][CH3:1]. The yield is 0.760. (3) The reactants are [Cl-].O[NH3+:3].[C:4](=[O:7])([O-])[OH:5].[Na+].CS(C)=O.[CH2:13]([O:15][C:16]1[N:17]([CH2:34][C:35]2[CH:40]=[CH:39][C:38]([C:41]3[C:42]([C:47]#[N:48])=[CH:43][CH:44]=[CH:45][CH:46]=3)=[CH:37][CH:36]=2)[C:18](=[O:33])[C:19]([C:23]2[CH:28]=[CH:27][C:26]([O:29][CH:30]([CH3:32])[CH3:31])=[CH:25][CH:24]=2)=[C:20]([CH3:22])[N:21]=1)[CH3:14]. The catalyst is C(OCC)(=O)C. The product is [CH2:13]([O:15][C:16]1[N:17]([CH2:34][C:35]2[CH:36]=[CH:37][C:38]([C:41]3[CH:46]=[CH:45][CH:44]=[CH:43][C:42]=3[C:47]3[NH:3][C:4](=[O:7])[O:5][N:48]=3)=[CH:39][CH:40]=2)[C:18](=[O:33])[C:19]([C:23]2[CH:24]=[CH:25][C:26]([O:29][CH:30]([CH3:32])[CH3:31])=[CH:27][CH:28]=2)=[C:20]([CH3:22])[N:21]=1)[CH3:14]. The yield is 0.660. (4) The reactants are Cl.[I:2][C:3]1[CH:4]=[C:5]([CH:9]=[CH:10][C:11]=1[OH:12])[C:6]([OH:8])=[O:7].[CH3:13][CH2:14]O. No catalyst specified. The product is [CH2:13]([O:7][C:6](=[O:8])[C:5]1[CH:9]=[CH:10][C:11]([OH:12])=[C:3]([I:2])[CH:4]=1)[CH3:14]. The yield is 0.820.